Dataset: Catalyst prediction with 721,799 reactions and 888 catalyst types from USPTO. Task: Predict which catalyst facilitates the given reaction. (1) Reactant: Br[C:2]1[CH:3]=[CH:4][C:5]2[N:6]([N:8]=[C:9]([NH:11][C:12](=[O:19])[C:13]3[CH:18]=[CH:17][CH:16]=[N:15][CH:14]=3)[N:10]=2)[CH:7]=1.[CH3:20][O:21][C:22]1[CH:27]=[C:26](B2OC(C)(C)C(C)(C)O2)[CH:25]=[CH:24][C:23]=1[OH:37].[ClH:38]. Product: [ClH:38].[OH:37][C:23]1[CH:24]=[CH:25][C:26]([C:2]2[CH:3]=[CH:4][C:5]3[N:6]([N:8]=[C:9]([NH:11][C:12](=[O:19])[C:13]4[CH:18]=[CH:17][CH:16]=[N:15][CH:14]=4)[N:10]=3)[CH:7]=2)=[CH:27][C:22]=1[O:21][CH3:20]. The catalyst class is: 23. (2) The catalyst class is: 11. Reactant: C[C:2]1([CH3:10])[O:7][C:6](=[O:8])[CH:5]=[C:4]([CH3:9])[O:3]1.[CH:11]1(CO)[CH2:14]C[CH2:12]1. Product: [O:3]=[C:4]([CH3:9])[CH2:5][C:6]([O:7][CH2:2][CH:10]1[CH2:14][CH2:11][CH2:12]1)=[O:8]. (3) The catalyst class is: 57. Reactant: Br[C:2]1[CH:7]=[CH:6][CH:5]=[CH:4][C:3]=1[CH2:8][CH2:9][C:10]([N:12]([CH:22]([CH3:24])[CH3:23])[NH:13][C:14](=[O:21])[C:15]1[CH:20]=[CH:19][CH:18]=[CH:17][CH:16]=1)=[O:11].C([O-])([O-])=O.[Na+].[Na+].[Cl:31][C:32]1[CH:37]=[CH:36][CH:35]=[CH:34][C:33]=1B(O)O. Product: [Cl:31][C:32]1[CH:37]=[CH:36][CH:35]=[CH:34][C:33]=1[C:2]1[CH:7]=[CH:6][CH:5]=[CH:4][C:3]=1[CH2:8][CH2:9][C:10]([N:12]([CH:22]([CH3:24])[CH3:23])[NH:13][C:14](=[O:21])[C:15]1[CH:20]=[CH:19][CH:18]=[CH:17][CH:16]=1)=[O:11]. (4) Reactant: [CH3:1][O-].[Na+].[NH2:4][C:5]1[CH:6]=[C:7]2[C:12](=[CH:13][CH:14]=1)[CH:11]=[C:10]([C:15]1[CH:30]=[CH:29][C:18]([O:19][CH2:20][CH2:21][O:22][CH2:23][CH2:24][O:25][CH2:26][CH2:27][OH:28])=[CH:17][CH:16]=1)[CH:9]=[CH:8]2.C=O.[BH4-].[Na+]. Product: [CH3:1][NH:4][C:5]1[CH:6]=[C:7]2[C:12](=[CH:13][CH:14]=1)[CH:11]=[C:10]([C:15]1[CH:16]=[CH:17][C:18]([O:19][CH2:20][CH2:21][O:22][CH2:23][CH2:24][O:25][CH2:26][CH2:27][OH:28])=[CH:29][CH:30]=1)[CH:9]=[CH:8]2. The catalyst class is: 5. (5) Reactant: [NH:1]1[CH2:6][CH2:5][CH2:4][C@@H:3]([NH:7][C:8](=[O:14])[O:9][C:10]([CH3:13])([CH3:12])[CH3:11])[CH2:2]1.Cl[C:16]1[CH:24]=[CH:23][C:19]([C:20]([NH2:22])=[O:21])=[C:18]([NH:25][C:26]2[CH:31]=[CH:30][C:29]([C:32]([N:34]3[CH2:39][CH2:38][O:37][CH2:36][CH2:35]3)=[O:33])=[CH:28][CH:27]=2)[N:17]=1.C(N(CC)C(C)C)(C)C. Product: [C:10]([O:9][C:8](=[O:14])[NH:7][C@@H:3]1[CH2:4][CH2:5][CH2:6][N:1]([C:16]2[CH:24]=[CH:23][C:19]([C:20](=[O:21])[NH2:22])=[C:18]([NH:25][C:26]3[CH:31]=[CH:30][C:29]([C:32]([N:34]4[CH2:39][CH2:38][O:37][CH2:36][CH2:35]4)=[O:33])=[CH:28][CH:27]=3)[N:17]=2)[CH2:2]1)([CH3:11])([CH3:13])[CH3:12]. The catalyst class is: 264. (6) The catalyst class is: 2. Product: [O:21]=[C:19]([N:29]1[CH2:30][CH2:31][CH2:32][CH2:33][C@@H:28]1[CH:26]=[CH2:27])[C@@H:18]([NH:17][C:15](=[O:16])[O:14][C:10]([CH3:11])([CH3:12])[CH3:13])[CH2:22][CH:23]=[CH2:24]. Reactant: CCN(C(C)C)C(C)C.[C:10]([O:14][C:15]([NH:17][C@@H:18]([CH2:22][CH:23]=[CH2:24])[C:19]([OH:21])=O)=[O:16])([CH3:13])([CH3:12])[CH3:11].Cl.[CH:26]([C@H:28]1[CH2:33][CH2:32][CH2:31][CH2:30][NH:29]1)=[CH2:27].C(Cl)CCl.C1C=CC2N(O)N=NC=2C=1.